Dataset: Full USPTO retrosynthesis dataset with 1.9M reactions from patents (1976-2016). Task: Predict the reactants needed to synthesize the given product. (1) The reactants are: [Br-].[Li+].B.[Na].C([O:12][C:13]([C@@H:15]([NH:29][C:30]([N:32]([CH2:38][CH2:39][N:40]([CH3:42])[CH3:41])[CH2:33][CH2:34][CH:35]([CH3:37])[CH3:36])=[O:31])[CH2:16][C:17]1[CH:22]=[CH:21][C:20]([C:23]2[CH:28]=[CH:27][CH:26]=[CH:25][CH:24]=2)=[CH:19][CH:18]=1)=O)C1C=CC=CC=1.[Cl-].[NH4+]. Given the product [C:20]1([C:23]2[CH:24]=[CH:25][CH:26]=[CH:27][CH:28]=2)[CH:19]=[CH:18][C:17]([CH2:16][C@H:15]([NH:29][C:30]([N:32]([CH2:38][CH2:39][N:40]([CH3:41])[CH3:42])[CH2:33][CH2:34][CH:35]([CH3:37])[CH3:36])=[O:31])[CH2:13][OH:12])=[CH:22][CH:21]=1, predict the reactants needed to synthesize it. (2) Given the product [Br:1][C:2]1[CH:3]=[CH:4][C:5]([OH:23])=[C:6]([C:8]2[CH:13]=[CH:12][CH:11]=[CH:10][C:9]=2[C:14]2[N:19]=[C:18]([C:20]([O:22][CH3:29])=[O:21])[CH:17]=[CH:16][CH:15]=2)[CH:7]=1, predict the reactants needed to synthesize it. The reactants are: [Br:1][C:2]1[CH:3]=[CH:4][C:5]([OH:23])=[C:6]([C:8]2[CH:13]=[CH:12][CH:11]=[CH:10][C:9]=2[C:14]2[N:19]=[C:18]([C:20]([OH:22])=[O:21])[CH:17]=[CH:16][CH:15]=2)[CH:7]=1.S(=O)(=O)(O)O.[CH3:29]O.